Dataset: Forward reaction prediction with 1.9M reactions from USPTO patents (1976-2016). Task: Predict the product of the given reaction. (1) Given the reactants CCCC[N+](CCCC)(CCCC)CCCC.[F-].[Si]([O:36][CH2:37][CH2:38][C@@H:39]([O:61][CH2:62][O:63][CH3:64])[C@H:40]([C:52]1[CH:57]=[C:56]([F:58])[C:55]([F:59])=[C:54]([F:60])[CH:53]=1)[C:41]([NH:43][NH:44][C:45]([O:47][C:48]([CH3:51])([CH3:50])[CH3:49])=[O:46])=[O:42])(C(C)(C)C)(C1C=CC=CC=1)C1C=CC=CC=1.C(OCC)(=O)C.[Cl-].[NH4+], predict the reaction product. The product is: [OH:36][CH2:37][CH2:38][C@@H:39]([O:61][CH2:62][O:63][CH3:64])[C@H:40]([C:52]1[CH:57]=[C:56]([F:58])[C:55]([F:59])=[C:54]([F:60])[CH:53]=1)[C:41]([NH:43][NH:44][C:45]([O:47][C:48]([CH3:51])([CH3:50])[CH3:49])=[O:46])=[O:42]. (2) Given the reactants [F:1][C:2]([F:22])([F:21])[C:3]1[CH:4]=[C:5]([C:9]2[CH:10]=[CH:11][C:12]3[N:18]4[CH2:19][C@H:15]([CH2:16][CH2:17]4)[NH:14][C:13]=3[N:20]=2)[CH:6]=[CH:7][CH:8]=1.CCN(C(C)C)C(C)C.Cl[C:33](Cl)([O:35]C(=O)OC(Cl)(Cl)Cl)Cl.[CH2:44]([O:51][C:52](=[O:67])[NH:53][CH2:54][C:55]1[O:56][C:57]([C:60]2[CH:65]=[CH:64][CH:63]=[C:62]([NH2:66])[CH:61]=2)=[CH:58][N:59]=1)[C:45]1[CH:50]=[CH:49][CH:48]=[CH:47][CH:46]=1, predict the reaction product. The product is: [CH2:44]([O:51][C:52](=[O:67])[NH:53][CH2:54][C:55]1[O:56][C:57]([C:60]2[CH:65]=[CH:64][CH:63]=[C:62]([NH:66][C:33]([N:14]3[C@@H:15]4[CH2:19][N:18]([CH2:17][CH2:16]4)[C:12]4[CH:11]=[CH:10][C:9]([C:5]5[CH:6]=[CH:7][CH:8]=[C:3]([C:2]([F:21])([F:1])[F:22])[CH:4]=5)=[N:20][C:13]3=4)=[O:35])[CH:61]=2)=[CH:58][N:59]=1)[C:45]1[CH:50]=[CH:49][CH:48]=[CH:47][CH:46]=1. (3) Given the reactants [N+:1]([C:4]1[CH:9]=[CH:8][C:7]([CH2:10][N:11]2[CH2:16][CH2:15][O:14][CH2:13][CH2:12]2)=[CH:6][CH:5]=1)([O-])=O.[NH4+].[Cl-], predict the reaction product. The product is: [N:11]1([CH2:10][C:7]2[CH:8]=[CH:9][C:4]([NH2:1])=[CH:5][CH:6]=2)[CH2:16][CH2:15][O:14][CH2:13][CH2:12]1.